Dataset: Merck oncology drug combination screen with 23,052 pairs across 39 cell lines. Task: Regression. Given two drug SMILES strings and cell line genomic features, predict the synergy score measuring deviation from expected non-interaction effect. (1) Drug 1: O=S1(=O)NC2(CN1CC(F)(F)F)C1CCC2Cc2cc(C=CCN3CCC(C(F)(F)F)CC3)ccc2C1. Drug 2: CNC(=O)c1cc(Oc2ccc(NC(=O)Nc3ccc(Cl)c(C(F)(F)F)c3)cc2)ccn1. Cell line: VCAP. Synergy scores: synergy=13.6. (2) Drug 1: Nc1ccn(C2OC(CO)C(O)C2(F)F)c(=O)n1. Drug 2: CCc1cnn2c(NCc3ccc[n+]([O-])c3)cc(N3CCCCC3CCO)nc12. Cell line: HT144. Synergy scores: synergy=-2.76. (3) Drug 1: O=P1(N(CCCl)CCCl)NCCCO1. Drug 2: Cn1nnc2c(C(N)=O)ncn2c1=O. Cell line: RKO. Synergy scores: synergy=17.5.